This data is from Forward reaction prediction with 1.9M reactions from USPTO patents (1976-2016). The task is: Predict the product of the given reaction. Given the reactants [F:1][C:2]1[CH:7]=[CH:6][C:5]([F:8])=[CH:4][C:3]=1[CH:9]([S:13]([C:16]1[CH:21]=[CH:20][C:19]([CH3:22])=[CH:18][CH:17]=1)(=[O:15])=[O:14])[NH:10][CH:11]=O.P(Cl)(Cl)(Cl)=O.N1C(C)=CC=CC=1C.C(=O)(O)[O-].[Na+], predict the reaction product. The product is: [C:19]1([CH3:22])[CH:18]=[CH:17][C:16]([S:13]([CH:9]([N+:10]#[C-:11])[C:3]2[CH:4]=[C:5]([F:8])[CH:6]=[CH:7][C:2]=2[F:1])(=[O:15])=[O:14])=[CH:21][CH:20]=1.